Dataset: Catalyst prediction with 721,799 reactions and 888 catalyst types from USPTO. Task: Predict which catalyst facilitates the given reaction. (1) Reactant: [C:1]([O:5][C:6]([N:8]1[CH2:12][CH2:11][CH2:10][C@H:9]1[C:13]1[NH:14][C:15]([C:18]2[CH:19]=[N:20][C:21]([C:24]3[CH:29]=[CH:28][C:27]([C:30]4[NH:31][C:32]([C@@H:35]5[CH2:39][CH2:38][CH2:37][N:36]5C(OCC5C=CC=CC=5)=O)=[N:33][CH:34]=4)=[CH:26][CH:25]=3)=[N:22][CH:23]=2)=[CH:16][N:17]=1)=[O:7])([CH3:4])([CH3:3])[CH3:2].C([O-])([O-])=O.[K+].[K+].O. Product: [C:1]([O:5][C:6]([N:8]1[CH2:12][CH2:11][CH2:10][C@H:9]1[C:13]1[NH:14][C:15]([C:18]2[CH:23]=[N:22][C:21]([C:24]3[CH:29]=[CH:28][C:27]([C:30]4[NH:31][C:32]([C@@H:35]5[CH2:39][CH2:38][CH2:37][NH:36]5)=[N:33][CH:34]=4)=[CH:26][CH:25]=3)=[N:20][CH:19]=2)=[CH:16][N:17]=1)=[O:7])([CH3:4])([CH3:2])[CH3:3]. The catalyst class is: 19. (2) Reactant: [ClH:1].Cl.[NH2:3][CH2:4][C:5]1[CH:10]=[CH:9][N:8]=[C:7]([N:11]2[C:15](=[O:16])[C:14]([C:17]3[CH:18]=[N:19][CH:20]=[CH:21][CH:22]=3)=[CH:13][NH:12]2)[CH:6]=1.[C:23]1([CH2:29][C:30](O)=[O:31])[CH:28]=[CH:27][CH:26]=[CH:25][CH:24]=1.C(N(CC)CC)C.Cl.CN(C)CCCN=C=NCC.O.ON1C2C=CC=CC=2N=N1. Product: [ClH:1].[O:16]=[C:15]1[N:11]([C:7]2[CH:6]=[C:5]([CH2:4][NH:3][C:30](=[O:31])[CH2:29][C:23]3[CH:28]=[CH:27][CH:26]=[CH:25][CH:24]=3)[CH:10]=[CH:9][N:8]=2)[NH:12][CH:13]=[C:14]1[C:17]1[CH:18]=[N:19][CH:20]=[CH:21][CH:22]=1. The catalyst class is: 3.